Predict the product of the given reaction. From a dataset of Forward reaction prediction with 1.9M reactions from USPTO patents (1976-2016). Given the reactants [C@@H:1]12[CH2:7][NH:6][C@@H:5]1[CH2:4][N:3]([C:8]([O:10][CH2:11][C:12]1[CH:17]=[CH:16][CH:15]=[CH:14][CH:13]=1)=[O:9])[CH2:2]2.[Cl:18][C:19]1[C:24]([Cl:25])=[CH:23][C:22](I)=[CH:21][N:20]=1.C1(P(C2C=CC=CC=2)C2C=CC3C(=CC=CC=3)C=2C2C3C(=CC=CC=3)C=CC=2P(C2C=CC=CC=2)C2C=CC=CC=2)C=CC=CC=1.CC(C)([O-])C.[Na+], predict the reaction product. The product is: [Cl:25][C:24]1[CH:23]=[C:22]([N:6]2[CH2:7][C@@H:1]3[C@H:5]2[CH2:4][N:3]([C:8]([O:10][CH2:11][C:12]2[CH:17]=[CH:16][CH:15]=[CH:14][CH:13]=2)=[O:9])[CH2:2]3)[CH:21]=[N:20][C:19]=1[Cl:18].